Task: Predict the reaction yield, written as a fraction of the theoretical maximum amount of product (1.0 means a 100% yield; for example, 0.34 means a 34% yield).. Dataset: Reaction yield outcomes from USPTO patents with 853,638 reactions (1) The reactants are I[C:2]1[CH:3]=[C:4]([CH:10]=[CH:11][CH:12]=1)[C:5]([O:7][CH2:8][CH3:9])=[O:6].[CH:13]([Mg]Cl)([CH3:15])[CH3:14].C(Br)C=C.C([Cu])#N. The catalyst is C1COCC1. The product is [CH2:8]([O:7][C:5](=[O:6])[C:4]1[CH:10]=[CH:11][CH:12]=[C:2]([CH2:15][CH:13]=[CH2:14])[CH:3]=1)[CH3:9]. The yield is 0.680. (2) The reactants are FC(F)(F)C(O)=O.[Cl:8][C:9]1[CH:10]=[CH:11][C:12]([F:38])=[C:13]([CH:15]2[C:19]([C:22]3[CH:27]=[CH:26][C:25]([Cl:28])=[CH:24][C:23]=3[F:29])([C:20]#[N:21])[CH:18]([CH2:30][C:31]([CH3:34])([CH3:33])[CH3:32])[NH:17][CH:16]2[C:35](O)=[O:36])[CH:14]=1.CC1(C)[O:44][C@@H:43]([CH2:45][CH2:46][NH2:47])[CH2:42][O:41]1.CN(C(ON1N=NC2C=CC=NC1=2)=[N+](C)C)C.F[P-](F)(F)(F)(F)F.CCN(C(C)C)C(C)C.Cl. The catalyst is C(Cl)Cl.O1CCCC1. The product is [OH:44][C@H:43]([CH2:42][OH:41])[CH2:45][CH2:46][NH:47][C:35]([CH:16]1[CH:15]([C:13]2[CH:14]=[C:9]([Cl:8])[CH:10]=[CH:11][C:12]=2[F:38])[C:19]([C:22]2[CH:27]=[CH:26][C:25]([Cl:28])=[CH:24][C:23]=2[F:29])([C:20]#[N:21])[CH:18]([CH2:30][C:31]([CH3:34])([CH3:33])[CH3:32])[NH:17]1)=[O:36]. The yield is 0.800. (3) The product is [Cl:1][C:2]1[CH:9]=[C:8]([O:10][CH2:11][CH2:12][CH2:13][N:14]2[CH2:19][CH2:18][N:17]([CH3:20])[CH2:16][CH2:15]2)[CH:7]=[CH:6][C:3]=1[C:4]1[NH:30][C:27]2[CH:28]=[CH:29][C:24]([O:23][C:22]([F:21])([F:32])[F:33])=[CH:25][C:26]=2[N:31]=1. The yield is 0.230. The reactants are [Cl:1][C:2]1[CH:9]=[C:8]([O:10][CH2:11][CH2:12][CH2:13][N:14]2[CH2:19][CH2:18][N:17]([CH3:20])[CH2:16][CH2:15]2)[CH:7]=[CH:6][C:3]=1[CH:4]=O.[F:21][C:22]([F:33])([F:32])[O:23][C:24]1[CH:25]=[C:26]([NH2:31])[C:27]([NH2:30])=[CH:28][CH:29]=1. No catalyst specified. (4) The reactants are C([O:5][C:6](=[O:46])[CH2:7][N:8](C(OC(C)(C)C)=O)[C:9]1[CH:14]=[CH:13][CH:12]=[C:11]([CH:15]([CH2:26][C:27]2[CH:32]=[CH:31][C:30]([C:33]3[S:34][C:35]([Cl:38])=[CH:36][N:37]=3)=[CH:29][CH:28]=2)[NH:16][S:17]([C:20]2[CH:25]=[CH:24][CH:23]=[CH:22][N:21]=2)(=[O:19])=[O:18])[N:10]=1)(C)(C)C.C(OC(=O)CN(C(OC(C)(C)C)=O)C1C=CC=C(C(CC2C=CC(C3SC(C)=CN=3)=CC=2)NS(C2C=CC=CN=2)(=O)=O)N=1)(C)(C)C. No catalyst specified. The product is [Cl:38][C:35]1[S:34][C:33]([C:30]2[CH:29]=[CH:28][C:27]([CH2:26][CH:15]([NH:16][S:17]([C:20]3[CH:25]=[CH:24][CH:23]=[CH:22][N:21]=3)(=[O:19])=[O:18])[C:11]3[N:10]=[C:9]([NH:8][CH2:7][C:6]([OH:46])=[O:5])[CH:14]=[CH:13][CH:12]=3)=[CH:32][CH:31]=2)=[N:37][CH:36]=1. The yield is 0.660. (5) The reactants are [OH:1][C:2]1[CH:7]=[CH:6][CH:5]=[CH:4][C:3]=1[C:8]([C:10]1[CH:15]=[CH:14][C:13]([O:16][CH2:17][C:18]2[N:19]=[C:20]([C:24]3[CH:29]=[CH:28][CH:27]=[CH:26][CH:25]=3)[O:21][C:22]=2[CH3:23])=[CH:12][CH:11]=1)=[O:9].Br[CH:31]([CH3:35])[C:32]([O-:34])=[O:33].C(=O)([O-])[O-].[K+].[K+].CN(C)C=O. The catalyst is O. The product is [CH3:23][C:22]1[O:21][C:20]([C:24]2[CH:25]=[CH:26][CH:27]=[CH:28][CH:29]=2)=[N:19][C:18]=1[CH2:17][O:16][C:13]1[CH:12]=[CH:11][C:10]([C:8]([C:3]2[CH:4]=[CH:5][CH:6]=[CH:7][C:2]=2[O:1][CH:31]([CH3:35])[C:32]([OH:34])=[O:33])=[O:9])=[CH:15][CH:14]=1. The yield is 0.850.